Dataset: Forward reaction prediction with 1.9M reactions from USPTO patents (1976-2016). Task: Predict the product of the given reaction. (1) The product is: [CH2:1]([O:3][C:4]1[CH:5]=[C:6]([OH:13])[CH:8]=[CH:9][C:10]=1[CH3:11])[CH3:2]. Given the reactants [CH2:1]([O:3][C:4]1[CH:5]=[C:6]([CH:8]=[CH:9][C:10]=1[CH3:11])N)[CH3:2].N([O-])=[O:13].[Na+], predict the reaction product. (2) Given the reactants Br[C:2]1[CH:7]=[CH:6][C:5]([OH:8])=[CH:4][C:3]=1[F:9].[CH3:10][NH:11][C:12]1[CH:17]=[CH:16][CH:15]=[CH:14][CH:13]=1, predict the reaction product. The product is: [F:9][C:3]1[CH:4]=[C:5]([OH:8])[CH:6]=[CH:7][C:2]=1[N:11]([CH3:10])[C:12]1[CH:17]=[CH:16][CH:15]=[CH:14][CH:13]=1. (3) Given the reactants [CH2:1]([O:3][C:4](=[O:31])[CH2:5][C:6]1[CH:11]=[C:10]([C:12]([F:15])([F:14])[F:13])[CH:9]=[C:8]([O:16][C:17]2[CH:22]=[CH:21][C:20]([NH2:23])=[CH:19][C:18]=2[CH2:24][S:25][CH2:26][C:27]([F:30])([F:29])[F:28])[CH:7]=1)[CH3:2].[C:32](Cl)(=[O:37])[C:33]([CH3:36])([CH3:35])[CH3:34], predict the reaction product. The product is: [CH2:1]([O:3][C:4](=[O:31])[CH2:5][C:6]1[CH:11]=[C:10]([C:12]([F:15])([F:14])[F:13])[CH:9]=[C:8]([O:16][C:17]2[CH:22]=[CH:21][C:20]([NH:23][C:32](=[O:37])[C:33]([CH3:36])([CH3:35])[CH3:34])=[CH:19][C:18]=2[CH2:24][S:25][CH2:26][C:27]([F:29])([F:28])[F:30])[CH:7]=1)[CH3:2]. (4) Given the reactants [Cl:1][C:2]1[C:7]([CH:8]=O)=[C:6]([Cl:10])[N:5]=[C:4]([S:11][CH3:12])[N:3]=1.Cl.[NH2:14][OH:15].[OH-].[Na+], predict the reaction product. The product is: [Cl:1][C:2]1[C:7]([CH:8]=[N:14][OH:15])=[C:6]([Cl:10])[N:5]=[C:4]([S:11][CH3:12])[N:3]=1. (5) The product is: [Cl:1][C:2]1[O:6][C:5]([C:7]([NH:17][C@H:18]([CH2:19][N:20]2[C:28](=[O:29])[C:27]3[C:22](=[CH:23][CH:24]=[CH:25][CH:26]=3)[C:21]2=[O:30])[CH2:31][C:32]2[CH:37]=[CH:36][C:35]([F:38])=[C:34]([F:49])[CH:33]=2)=[O:9])=[CH:4][C:3]=1[C:10]1[N:14]([CH3:15])[N:13]=[CH:12][C:11]=1[Cl:16]. Given the reactants [Cl:1][C:2]1[O:6][C:5]([C:7]([OH:9])=O)=[CH:4][C:3]=1[C:10]1[N:14]([CH3:15])[N:13]=[CH:12][C:11]=1[Cl:16].[NH2:17][C@@H:18]([CH2:31][C:32]1[CH:37]=[CH:36][C:35]([F:38])=[CH:34][C:33]=1F)[CH2:19][N:20]1[C:28](=[O:29])[C:27]2[C:22](=[CH:23][CH:24]=[CH:25][CH:26]=2)[C:21]1=[O:30].C(N(CC)C(C)C)(C)C.[F:49][P-](F)(F)(F)(F)F.Br[P+](N1CCCC1)(N1CCCC1)N1CCCC1, predict the reaction product. (6) Given the reactants C([O:3][C:4](=O)[C:5]1[CH:10]=[CH:9][C:8]([CH3:11])=[C:7]([NH2:12])[CH:6]=1)C.[NH2:14][NH2:15], predict the reaction product. The product is: [NH2:12][C:7]1[CH:6]=[C:5]([CH:10]=[CH:9][C:8]=1[CH3:11])[C:4]([NH:14][NH2:15])=[O:3]. (7) Given the reactants [Cl:1][C:2]1[CH:3]=[CH:4][C:5]2[O:13][C:12]3[C:11](=O)[NH:10][CH:9]=[N:8][C:7]=3[C:6]=2[CH:15]=1.P(Cl)(Cl)([Cl:18])=O, predict the reaction product. The product is: [Cl:18][C:11]1[C:12]2[O:13][C:5]3[CH:4]=[CH:3][C:2]([Cl:1])=[CH:15][C:6]=3[C:7]=2[N:8]=[CH:9][N:10]=1.